This data is from Forward reaction prediction with 1.9M reactions from USPTO patents (1976-2016). The task is: Predict the product of the given reaction. (1) Given the reactants C([O:8][C:9]1[CH:10]=[C:11]([C:17]2[CH:22]=[CH:21][CH:20]=[C:19]([CH2:23][C:24]([O:26][CH3:27])=[O:25])[CH:18]=2)[CH:12]=[CH:13][C:14]=1[O:15][CH3:16])C1C=CC=CC=1.[H][H], predict the reaction product. The product is: [OH:8][C:9]1[CH:10]=[C:11]([C:17]2[CH:22]=[CH:21][CH:20]=[C:19]([CH2:23][C:24]([O:26][CH3:27])=[O:25])[CH:18]=2)[CH:12]=[CH:13][C:14]=1[O:15][CH3:16]. (2) Given the reactants [CH:1]([C:4]1[CH:16]=[CH:15][C:7]([C:8]([O:10]C(C)(C)C)=[O:9])=[CH:6][C:5]=1[O:17][C:18]1[CH:23]=[CH:22][CH:21]=[CH:20][CH:19]=1)([CH3:3])[CH3:2].FC(F)(F)C(O)=O, predict the reaction product. The product is: [CH:1]([C:4]1[CH:16]=[CH:15][C:7]([C:8]([OH:10])=[O:9])=[CH:6][C:5]=1[O:17][C:18]1[CH:23]=[CH:22][CH:21]=[CH:20][CH:19]=1)([CH3:3])[CH3:2]. (3) Given the reactants [CH3:1][C:2]1[N:12]=[C:11]2[N:6]([CH2:7][CH2:8][CH2:9][CH:10]2[OH:13])[C:4](=[O:5])[C:3]=1[CH2:14][CH2:15][N:16]1[CH2:21][CH2:20][CH:19]([C:22]2[C:23]3[CH:24]=[CH:25][C:26]([F:31])=[CH:27][C:28]=3[O:29][N:30]=2)[CH2:18][CH2:17]1.ClCCl.[C:35]([OH:42])(=[O:41])/[CH:36]=[CH:37]/[C:38]([OH:40])=[O:39], predict the reaction product. The product is: [CH3:1][C:2]1[N:12]=[C:11]2[N:6]([CH2:7][CH2:8][CH2:9][CH:10]2[OH:13])[C:4](=[O:5])[C:3]=1[CH2:14][CH2:15][N:16]1[CH2:21][CH2:20][CH:19]([C:22]2[C:23]3[CH:24]=[CH:25][C:26]([F:31])=[CH:27][C:28]=3[O:29][N:30]=2)[CH2:18][CH2:17]1.[C:35]([O-:42])(=[O:41])/[CH:36]=[CH:37]/[C:38]([O-:40])=[O:39]. (4) The product is: [NH:1]1[C:9]2[C:4](=[CH:5][CH:6]=[CH:7][CH:8]=2)[C:3](/[CH:10]=[C:11]2\[O:12][C:13]3[C:20]([CH2:21][N:22]4[CH2:23][CH2:24][NH:25][CH2:26][CH2:27]4)=[C:19]([O:35][CH2:36][CH2:37][CH3:38])[CH:18]=[CH:17][C:14]=3[C:15]\2=[O:16])=[CH:2]1. Given the reactants [NH:1]1[C:9]2[C:4](=[CH:5][CH:6]=[CH:7][CH:8]=2)[C:3](/[CH:10]=[C:11]2\[O:12][C:13]3[C:20]([CH2:21][N:22]4[CH2:27][CH2:26][N:25](C(OC(C)(C)C)=O)[CH2:24][CH2:23]4)=[C:19]([O:35][CH2:36][CH2:37][CH3:38])[CH:18]=[CH:17][C:14]=3[C:15]\2=[O:16])=[CH:2]1.Cl, predict the reaction product. (5) The product is: [Br:1][C:2]1[CH:7]=[CH:6][C:5]([NH:8][C:9](=[S:28])[C:10]2[CH:15]=[CH:14][C:13]([O:16][CH3:17])=[CH:12][CH:11]=2)=[CH:4][CH:3]=1. Given the reactants [Br:1][C:2]1[CH:7]=[CH:6][C:5]([NH:8][C:9](=O)[C:10]2[CH:15]=[CH:14][C:13]([O:16][CH3:17])=[CH:12][CH:11]=2)=[CH:4][CH:3]=1.COC1C=CC(P2(SP(C3C=CC(OC)=CC=3)(=S)S2)=[S:28])=CC=1, predict the reaction product.